This data is from NCI-60 drug combinations with 297,098 pairs across 59 cell lines. The task is: Regression. Given two drug SMILES strings and cell line genomic features, predict the synergy score measuring deviation from expected non-interaction effect. Drug 1: C1CN1P(=S)(N2CC2)N3CC3. Drug 2: CS(=O)(=O)OCCCCOS(=O)(=O)C. Cell line: OVCAR-4. Synergy scores: CSS=-2.93, Synergy_ZIP=0.356, Synergy_Bliss=-1.17, Synergy_Loewe=-3.09, Synergy_HSA=-2.95.